This data is from Forward reaction prediction with 1.9M reactions from USPTO patents (1976-2016). The task is: Predict the product of the given reaction. Given the reactants [OH:1][CH2:2][CH2:3][N:4]1[C:8]2C(C#N)=CC=[CH:12][C:7]=2[N:6]=[CH:5]1.[Li][CH3:16].O.[CH2:18]1[CH2:22][O:21][CH2:20][CH2:19]1, predict the reaction product. The product is: [OH:1][CH2:2][CH2:3][N:4]1[C:8]2[C:18]([C:22](=[O:21])[CH3:16])=[CH:19][CH:20]=[CH:12][C:7]=2[N:6]=[CH:5]1.